This data is from Catalyst prediction with 721,799 reactions and 888 catalyst types from USPTO. The task is: Predict which catalyst facilitates the given reaction. (1) Reactant: [CH:1]1([N:4]2[C:8]3[CH:9]=[CH:10][C:11]4[C:12](=[O:24])[C@H:13]([OH:23])[C@@H:14]([C:17]5[CH:22]=[CH:21][CH:20]=[CH:19][CH:18]=5)[O:15][C:16]=4[C:7]=3[N:6]=[C:5]2[CH3:25])[CH2:3][CH2:2]1.[BH4-].[Na+]. Product: [CH:1]1([N:4]2[C:8]3[CH:9]=[CH:10][C:11]4[C@@H:12]([OH:24])[C@H:13]([OH:23])[C@@H:14]([C:17]5[CH:22]=[CH:21][CH:20]=[CH:19][CH:18]=5)[O:15][C:16]=4[C:7]=3[N:6]=[C:5]2[CH3:25])[CH2:3][CH2:2]1. The catalyst class is: 5. (2) Reactant: [S:1]1[CH2:5][CH2:4][CH2:3][CH2:2]1.[Br:6][CH:7](Br)[C:8](=[O:10])[CH3:9]. Product: [Br-:6].[Br-:6].[O:10]=[C:8]([CH2:7][S+:1]1[CH2:5][CH2:4][CH2:3][CH2:2]1)[CH2:9][S+:1]1[CH2:5][CH2:4][CH2:3][CH2:2]1. The catalyst class is: 21. (3) Reactant: FC1C(O[C:9](=[O:31])[NH:10][C@@H:11]2[CH2:16][CH2:15][CH2:14][N:13]([C:17]3[S:18][C:19]([NH:24][C:25]4[CH:30]=[CH:29][CH:28]=[CH:27][N:26]=4)=[C:20]([C:22]#[N:23])[N:21]=3)[CH2:12]2)=C(F)C(F)=C(F)C=1F.[CH2:36]1[C:44]2[C:39](=[CH:40][CH:41]=[CH:42][CH:43]=2)[CH2:38][NH:37]1.C(N(C(C)C)CC)(C)C. Product: [C:22]([C:20]1[N:21]=[C:17]([N:13]2[CH2:14][CH2:15][CH2:16][C@@H:11]([NH:10][C:9]([N:37]3[CH2:38][C:39]4[C:44](=[CH:43][CH:42]=[CH:41][CH:40]=4)[CH2:36]3)=[O:31])[CH2:12]2)[S:18][C:19]=1[NH:24][C:25]1[CH:30]=[CH:29][CH:28]=[CH:27][N:26]=1)#[N:23]. The catalyst class is: 7. (4) Reactant: C1N2CCN(CC2)C1.[CH2:9]([O:11][C:12]([C:14]1[C:15](=[O:25])[NH:16][C:17]2[C:22]([C:23]=1Cl)=[CH:21][CH:20]=[CH:19][N:18]=2)=[O:13])[CH3:10].[N:26]1([C:32]([C:34]2[S:35][CH:36]=[CH:37][CH:38]=2)=[O:33])[CH2:31][CH2:30][NH:29][CH2:28][CH2:27]1. Product: [CH2:9]([O:11][C:12]([C:14]1[C:15](=[O:25])[NH:16][C:17]2[C:22]([C:23]=1[N:29]1[CH2:30][CH2:31][N:26]([C:32]([C:34]3[S:35][CH:36]=[CH:37][CH:38]=3)=[O:33])[CH2:27][CH2:28]1)=[CH:21][CH:20]=[CH:19][N:18]=2)=[O:13])[CH3:10]. The catalyst class is: 44. (5) Reactant: [N:1]1([CH2:7][CH2:8][CH2:9][C:10]2[CH:15]=[CH:14][C:13]([N:16]3[CH2:21][CH2:20][N:19](C(OC(C)(C)C)=O)[CH2:18][CH2:17]3)=[CH:12][CH:11]=2)[CH2:6][CH2:5][O:4][CH2:3][CH2:2]1.[C:29]([OH:35])([C:31]([F:34])([F:33])[F:32])=[O:30].O. Product: [F:32][C:31]([F:34])([F:33])[C:29]([OH:35])=[O:30].[F:32][C:31]([F:34])([F:33])[C:29]([OH:35])=[O:30].[F:32][C:31]([F:34])([F:33])[C:29]([OH:35])=[O:30].[N:16]1([C:13]2[CH:14]=[CH:15][C:10]([CH2:9][CH2:8][CH2:7][N:1]3[CH2:2][CH2:3][O:4][CH2:5][CH2:6]3)=[CH:11][CH:12]=2)[CH2:17][CH2:18][NH:19][CH2:20][CH2:21]1. The catalyst class is: 4.